This data is from Drug-target binding data from BindingDB using Ki measurements. The task is: Regression. Given a target protein amino acid sequence and a drug SMILES string, predict the binding affinity score between them. We predict pKi (pKi = -log10(Ki in M); higher means stronger inhibition). Dataset: bindingdb_ki. (1) The compound is CSCC[C@H](NC(=O)[C@H](Cc1ccccc1)NC(=O)[C@H](Cc1cnc[nH]1)NC(=O)CNC(=O)[C@@H](NC(=O)[C@H](CCCN=C(N)N)NC(=O)[C@H](Cc1c[nH]c2ccccc12)NC(=O)[C@H](CCC(N)=O)NC(=O)[C@H](CC(N)=O)NC(=O)CNC(=O)[C@H](CC(C)C)NC(=O)[C@H](CO)NC(=O)[C@H](CCC(N)=O)NC(=O)[C@@H]1CCC(=O)N1)C(C)C)C(N)=O. The target protein (P32247) has sequence MAQRQPHSPNQTLISITNDTESSSSVVSNDNTNKGWSGDNSPGIEALCAIYITYAVIISVGILGNAILIKVFFKTKSMQTVPNIFITSLAFGDLLLLLTCVPVDATHYLAEGWLFGRIGCKVLSFIRLTSVGVSVFTLTILSADRYKAVVKPLERQPSNAILKTCVKAGCVWIVSMIFALPEAIFSNVYTFRDPNKNMTFESCTSYPVSKKLLQEIHSLLCFLVFYIIPLSIISVYYSLIARTLYKSTLNIPTEEQSHARKQIESRKRIARTVLVLVALFALCWLPNHLLYLYHSFTSQTYVDPSAMHFIFTIFSRVLAFSNSCVNPFALYWLSKSFQKHFKAQLFCCKAERPEPPVADTSLTTLAVMGTVPGTGSIQMSEISVTSFTGCSVKQAEDRF. The pKi is 5.2. (2) The pKi is 8.5. The small molecule is CC(C)CCNC(=O)[C@H](C)NC(=O)C[C@H](O)[C@H](CC(C)C)NC(=O)[C@@H](NC(=O)CC(C)C)C(C)C. The target protein (P04073) has sequence MKWMVVALLCLPLLEASLLRVPLRKMKSIRETMKEQGVLKDFLKTHKYDPGQKYHFGNFGDYSVLYEPMAYMDASYFGEISIGTPPQNFLVLFDTGSSNLWVSSVYCQSEACTTHARFNPSKSSTYYTEGQTFSLQYGTGSLTGFFGYDTLTVQSIQVPNQEFGLSENEPGTNFVYAQFDGIMGLAYPGLSSGGATTALQGMLGEGALSQPLFGVYLGSQQGSNGGQIVFGGVDKNLYTGEITWVPVTQELYWQITIDDFLIGDQASGWCSSQGCQGIVDTGTSLLVMPAQYLSELLQTIGAQEGEYGEYFVSCDSVSSLPTLSFVLNGVQFPLSPSSYIIQEDNFCMVGLESISLTSESGQPLWILGDVFLRSYYAIFDMGNNKVGLATSV. (3) The small molecule is CC(=N[C@H]1c2ccccc2C[C@H]1O)[C@@H](Cc1ccccc1)C[C@H](O)CN1CCN(Cc2cccnc2)C[C@H]1C(=O)NC(C)(C)C. The pKi is 9.6. The target protein sequence is PQVTLWQRPLVTIRVGGQLKEALLDTGADDTVLEDMNLPGRWKPKMIGGIGGFIKVRQYDQITVEICGHKAIGTVLVGPTPVNIIGRNLLTXIGCTLNF.